This data is from Peptide-MHC class II binding affinity with 134,281 pairs from IEDB. The task is: Regression. Given a peptide amino acid sequence and an MHC pseudo amino acid sequence, predict their binding affinity value. This is MHC class II binding data. The peptide sequence is KSIIKARVVWKAIIE. The MHC is HLA-DQA10501-DQB10301 with pseudo-sequence HLA-DQA10501-DQB10301. The binding affinity (normalized) is 0.527.